This data is from Full USPTO retrosynthesis dataset with 1.9M reactions from patents (1976-2016). The task is: Predict the reactants needed to synthesize the given product. Given the product [C:1]([N:5]1[C:9]([C:10]2[CH:15]=[CH:14][N:13]=[C:12]([O:35][C:32]3[CH:31]=[CH:30][C:29]([N:23]4[CH2:28][CH2:27][NH:26][CH2:25][CH2:24]4)=[CH:34][CH:33]=3)[N:11]=2)=[CH:8][C:7]([C:20]([NH2:22])=[O:21])=[N:6]1)([CH3:4])([CH3:3])[CH3:2], predict the reactants needed to synthesize it. The reactants are: [C:1]([N:5]1[C:9]([C:10]2[CH:15]=[CH:14][N:13]=[C:12](S(C)(=O)=O)[N:11]=2)=[CH:8][C:7]([C:20]([NH2:22])=[O:21])=[N:6]1)([CH3:4])([CH3:3])[CH3:2].[N:23]1([C:29]2[CH:34]=[CH:33][C:32]([OH:35])=[CH:31][CH:30]=2)[CH2:28][CH2:27][NH:26][CH2:25][CH2:24]1.C(=O)([O-])[O-].[K+].[K+].